This data is from Full USPTO retrosynthesis dataset with 1.9M reactions from patents (1976-2016). The task is: Predict the reactants needed to synthesize the given product. (1) Given the product [Cl:29][C:14]1[N:13]=[CH:12][N:11]=[C:10]2[C:9]3[C:8](=[N:7][C:6]([N:18]4[CH2:19][CH2:20][O:21][CH2:22][CH2:23]4)=[C:5]4[CH2:24][O:25][C:2]([CH3:26])([CH3:1])[CH2:3][C:4]=34)[O:16][C:15]=12, predict the reactants needed to synthesize it. The reactants are: [CH3:1][C:2]1([CH3:26])[O:25][CH2:24][C:5]2=[C:6]([N:18]3[CH2:23][CH2:22][O:21][CH2:20][CH2:19]3)[N:7]=[C:8]3[O:16][C:15]4[C:14](=O)[NH:13][CH:12]=[N:11][C:10]=4[C:9]3=[C:4]2[CH2:3]1.P(Cl)(Cl)([Cl:29])=O. (2) Given the product [ClH:1].[NH:6]1[CH2:30][CH2:31][N:32]=[C:5]1/[CH:7]=[CH:8]/[C:9]1[CH:10]=[CH:11][C:12]([NH:15][C:16]([C:18]2[CH:23]=[CH:22][C:21]([C:24]3[CH:29]=[CH:28][CH:27]=[CH:26][CH:25]=3)=[CH:20][CH:19]=2)=[O:17])=[CH:13][CH:14]=1, predict the reactants needed to synthesize it. The reactants are: [ClH:1].C(O)C.[C:5](/[CH:7]=[CH:8]/[C:9]1[CH:14]=[CH:13][C:12]([NH:15][C:16]([C:18]2[CH:23]=[CH:22][C:21]([C:24]3[CH:29]=[CH:28][CH:27]=[CH:26][CH:25]=3)=[CH:20][CH:19]=2)=[O:17])=[CH:11][CH:10]=1)#[N:6].[CH2:30](N)[CH2:31][NH2:32].C(=O)([O-])O.[Na+]. (3) Given the product [Cl:1][C:2]1[CH:27]=[C:26]([C:28]([NH:30][CH2:31][C:32]2[CH:37]=[CH:36][CH:35]=[C:34]([OH:38])[CH:33]=2)=[O:29])[CH:25]=[CH:24][C:3]=1[C:4]([NH:6][C@H:7]([C:21]([OH:23])=[O:22])[CH2:8][NH:9][C:10](=[O:20])[CH2:11][CH2:12][C:13]1[CH:17]=[CH:18][CH:40]=[CH:19][CH:14]=1)=[O:5], predict the reactants needed to synthesize it. The reactants are: [Cl:1][C:2]1[CH:27]=[C:26]([C:28]([NH:30][CH2:31][C:32]2[CH:37]=[CH:36][CH:35]=[C:34]([OH:38])[CH:33]=2)=[O:29])[CH:25]=[CH:24][C:3]=1[C:4]([NH:6][C@H:7]([C:21]([OH:23])=[O:22])[CH2:8][NH:9][C:10](=[O:20])[CH2:11][CH2:12][C:13]1[C:14]([CH3:19])=NO[C:17]=1[CH3:18])=[O:5].Cl[C:40]1C=C(C(NCC2C=CC=C(O)C=2)=O)C=CC=1C(N[C@H](C(O)=O)CNC(=O)CCN1CCCCC1)=O.ClC1C=C(C(NCC2C=CC=C(O)C=2)=O)C=CC=1C(N[C@H](C(O)=O)CC(=O)CC(C1C=CC=CC=1)C)=O.ClC1C=C(C(NCC2C=CC=C(O)C=2)=O)C=CC=1C(N[C@H](C(O)=O)CNC(=O)[C@@H](N1C=CC=C1)CC1CCCCC1)=O.ClC1C=C(C(NCC2C=CC=C(O)C=2)=O)C=CC=1C(N[C@H](C(O)=O)CNC(=O)C(C)(C)C)=O.ClC1C=C(C(NCC2C=CC=C(O)C=2)=O)C=CC=1C(N[C@H](C(O)=O)CNC(=O)C(C)C)=O.ClC1C=C(C(NCC2C=CC=C(O)C=2)=O)C=CC=1C(N[C@H](C(O)=O)CNC(=O)CC(C)C)=O. (4) Given the product [F:21][CH:22]([F:32])[O:23][C:24]1[CH:31]=[CH:30][CH:29]=[CH:28][C:25]=1[CH2:26][N:8]1[CH2:9][C:5]2[C:4]([NH:10][C:11]3[CH:12]=[N:13][C:14]4[C:19]([CH:20]=3)=[CH:18][CH:17]=[CH:16][CH:15]=4)=[N:3][CH:2]=[N:1][C:6]=2[CH2:7]1, predict the reactants needed to synthesize it. The reactants are: [N:1]1[C:6]2[CH2:7][NH:8][CH2:9][C:5]=2[C:4]([NH:10][C:11]2[CH:12]=[N:13][C:14]3[C:19]([CH:20]=2)=[CH:18][CH:17]=[CH:16][CH:15]=3)=[N:3][CH:2]=1.[F:21][CH:22]([F:32])[O:23][C:24]1[CH:31]=[CH:30][CH:29]=[CH:28][C:25]=1[CH:26]=O.ClCCCl.CO.C(O[BH-](OC(=O)C)OC(=O)C)(=O)C.[Na+]. (5) Given the product [CH3:27][O:28][C:29]1[CH:30]=[C:31]([CH:34]=[CH:35][CH:36]=1)[CH2:32][O:1][C:2]1[CH:3]=[CH:4][C:5]([C:8]2[CH:13]=[CH:12][CH:11]=[C:10]([NH:14][C@H:15]([C:23]([O:25][CH3:26])=[O:24])[CH2:16][C:17]3[CH:18]=[CH:19][CH:20]=[CH:21][CH:22]=3)[CH:9]=2)=[CH:6][CH:7]=1, predict the reactants needed to synthesize it. The reactants are: [OH:1][C:2]1[CH:7]=[CH:6][C:5]([C:8]2[CH:13]=[CH:12][CH:11]=[C:10]([NH:14][C@H:15]([C:23]([O:25][CH3:26])=[O:24])[CH2:16][C:17]3[CH:22]=[CH:21][CH:20]=[CH:19][CH:18]=3)[CH:9]=2)=[CH:4][CH:3]=1.[CH3:27][O:28][C:29]1[CH:30]=[C:31]([CH:34]=[CH:35][CH:36]=1)[CH2:32]Br.C(=O)([O-])[O-].[K+].[K+]. (6) Given the product [CH2:32]([CH:3]([CH2:1][CH3:2])[CH:4]([NH:15][C:16]1[CH:17]=[CH:18][C:19]([C:22]([NH:24][CH2:25][CH2:26][C:27]([OH:29])=[O:28])=[O:23])=[CH:20][CH:21]=1)[C:5]1[S:6][C:7]2[CH:14]=[CH:13][CH:12]=[CH:11][C:8]=2[C:9]=1[CH3:10])[CH3:33], predict the reactants needed to synthesize it. The reactants are: [CH2:1]([CH:3]([CH2:32][CH3:33])[CH:4]([NH:15][C:16]1[CH:21]=[CH:20][C:19]([C:22]([NH:24][CH2:25][CH2:26][C:27]([O:29]CC)=[O:28])=[O:23])=[CH:18][CH:17]=1)[C:5]1[S:6][C:7]2[CH:14]=[CH:13][CH:12]=[CH:11][C:8]=2[C:9]=1[CH3:10])[CH3:2].O1CCCC1.[OH-].[Na+]. (7) Given the product [F:38][C:39]1[CH:46]=[CH:45][C:42]([CH2:43][NH:44][C:3]([C:5]2[N:14]3[C:8]([CH2:9][N:10]([C:19]([C:21]4[CH:26]=[CH:25][C:24]([C:27]5[CH:32]=[CH:31][CH:30]=[CH:29][C:28]=5[CH3:33])=[C:23]([O:34][CH3:35])[CH:22]=4)=[O:20])[C:11]4[CH:18]=[CH:17][CH:16]=[CH:15][C:12]=4[CH2:13]3)=[CH:7][CH:6]=2)=[O:4])=[CH:41][CH:40]=1, predict the reactants needed to synthesize it. The reactants are: ClC(Cl)(Cl)[C:3]([C:5]1[N:14]2[C:8]([CH2:9][N:10]([C:19]([C:21]3[CH:26]=[CH:25][C:24]([C:27]4[CH:32]=[CH:31][CH:30]=[CH:29][C:28]=4[CH3:33])=[C:23]([O:34][CH3:35])[CH:22]=3)=[O:20])[C:11]3[CH:18]=[CH:17][CH:16]=[CH:15][C:12]=3[CH2:13]2)=[CH:7][CH:6]=1)=[O:4].[F:38][C:39]1[CH:46]=[CH:45][C:42]([CH2:43][NH2:44])=[CH:41][CH:40]=1. (8) Given the product [NH2:27][C:11]1[CH:12]=[C:13]([N:16]([CH3:26])[S:17]([C:20]2[CH:25]=[CH:24][CH:23]=[CH:22][CH:21]=2)(=[O:19])=[O:18])[CH:14]=[CH:15][C:10]=1[NH:9][CH2:8][CH:5]1[CH2:6][CH2:7][C:2]([F:1])([F:30])[CH2:3][CH2:4]1, predict the reactants needed to synthesize it. The reactants are: [F:1][C:2]1([F:30])[CH2:7][CH2:6][CH:5]([CH2:8][NH:9][C:10]2[CH:15]=[CH:14][C:13]([N:16]([CH3:26])[S:17]([C:20]3[CH:25]=[CH:24][CH:23]=[CH:22][CH:21]=3)(=[O:19])=[O:18])=[CH:12][C:11]=2[N+:27]([O-])=O)[CH2:4][CH2:3]1. (9) Given the product [CH3:1][N:2]1[C:6]2=[CH:7][C:8]3[N:12]=[C:21]([C:18]4[CH:19]=[CH:20][C:15]([Br:14])=[CH:16][CH:17]=4)[C:23]([C:25]4[CH:26]=[CH:27][C:28]([Br:31])=[CH:29][CH:30]=4)=[N:11][C:9]=3[CH:10]=[C:5]2[N:4]=[C:3]1[CH3:13], predict the reactants needed to synthesize it. The reactants are: [CH3:1][N:2]1[C:6]2[CH:7]=[C:8]([NH2:12])[C:9]([NH2:11])=[CH:10][C:5]=2[N:4]=[C:3]1[CH3:13].[Br:14][C:15]1[CH:20]=[CH:19][C:18]([C:21]([C:23]([C:25]2[CH:30]=[CH:29][C:28]([Br:31])=[CH:27][CH:26]=2)=O)=O)=[CH:17][CH:16]=1. (10) Given the product [Cl:9][C:10]1[CH:11]=[C:12]([O:31][CH2:2][C:3]2[N:7]([CH3:8])[N:6]=[N:5][N:4]=2)[CH:13]=[CH:14][C:15]=1[CH:16]([CH3:30])[C:17]([C:22]1[CH:27]=[N:26][C:25]([CH3:28])=[CH:24][N:23]=1)([OH:29])[C:18]([F:19])([F:21])[F:20], predict the reactants needed to synthesize it. The reactants are: Cl[CH2:2][C:3]1[N:7]([CH3:8])[N:6]=[N:5][N:4]=1.[Cl:9][C:10]1[CH:11]=[C:12]([OH:31])[CH:13]=[CH:14][C:15]=1[CH:16]([CH3:30])[C:17]([OH:29])([C:22]1[CH:27]=[N:26][C:25]([CH3:28])=[CH:24][N:23]=1)[C:18]([F:21])([F:20])[F:19].